This data is from Reaction yield outcomes from USPTO patents with 853,638 reactions. The task is: Predict the reaction yield, written as a fraction of the theoretical maximum amount of product (1.0 means a 100% yield; for example, 0.34 means a 34% yield). (1) The reactants are [CH3:1][O:2][C:3](=[O:26])[C@H:4]([NH:15][C:16]([O:18][CH2:19][C:20]1[CH:25]=[CH:24][CH:23]=[CH:22][CH:21]=1)=[O:17])[CH2:5][C:6]1[CH:7]=[C:8]2[C:12](=[CH:13][CH:14]=1)[NH:11][CH:10]=[CH:9]2.C([OH:31])(C)(C)C. The catalyst is [Zn]. The product is [CH3:1][O:2][C:3](=[O:26])[C@H:4]([NH:15][C:16]([O:18][CH2:19][C:20]1[CH:25]=[CH:24][CH:23]=[CH:22][CH:21]=1)=[O:17])[CH2:5][C:6]1[CH:7]=[C:8]2[C:12](=[CH:13][CH:14]=1)[NH:11][C:10](=[O:31])[CH2:9]2. The yield is 0.410. (2) The reactants are [NH2:1][C:2]1[C:3]([S:8]([NH2:11])(=[O:10])=[O:9])=[N:4][CH:5]=[CH:6][CH:7]=1.[CH2:12]([O:14][C:15](=[O:20])[CH2:16][C:17](Cl)=O)[CH3:13]. The catalyst is O1CCOCC1.C(OCC)(=O)C. The product is [CH2:12]([O:14][C:15](=[O:20])[CH2:16][C:17]1[NH:1][C:2]2[C:3](=[N:4][CH:5]=[CH:6][CH:7]=2)[S:8](=[O:10])(=[O:9])[N:11]=1)[CH3:13]. The yield is 0.110. (3) The reactants are Cl[CH2:2][C:3]([NH:5][C:6]1[CH:11]=[CH:10][CH:9]=[C:8]([N+:12]([O-:14])=[O:13])[CH:7]=1)=[O:4].[CH2:15]([CH2:17][NH2:18])[OH:16]. The catalyst is CO. The product is [OH:16][CH2:15][CH2:17][NH:18][CH2:2][C:3]([NH:5][C:6]1[CH:11]=[CH:10][CH:9]=[C:8]([N+:12]([O-:14])=[O:13])[CH:7]=1)=[O:4]. The yield is 0.800. (4) The reactants are [CH:1]1([CH:6]([NH:17][C:18]2[CH:26]=[CH:25][C:21]([C:22](O)=[O:23])=[CH:20][CH:19]=2)[C:7]2[S:8][C:9]3[CH:16]=[CH:15][CH:14]=[CH:13][C:10]=3[C:11]=2[CH3:12])[CH2:5][CH2:4][CH2:3][CH2:2]1.[CH3:27][NH:28][CH2:29][CH2:30][C:31]([O:33][CH2:34][CH3:35])=[O:32].O.ON1C2C=CC=CC=2N=N1.Cl.C(N=C=NCCCN(C)C)C.[Cl-].[NH4+]. The catalyst is CN(C)C=O.C(N(CC)CC)C. The product is [CH:1]1([CH:6]([NH:17][C:18]2[CH:26]=[CH:25][C:21]([C:22]([N:28]([CH3:27])[CH2:29][CH2:30][C:31]([O:33][CH2:34][CH3:35])=[O:32])=[O:23])=[CH:20][CH:19]=2)[C:7]2[S:8][C:9]3[CH:16]=[CH:15][CH:14]=[CH:13][C:10]=3[C:11]=2[CH3:12])[CH2:5][CH2:4][CH2:3][CH2:2]1. The yield is 0.580. (5) The reactants are [Cl:1][C:2]1[CH:3]=[C:4]2[C:8](=[CH:9][CH:10]=1)[N:7]([C:11]1[N:15]([CH3:16])[N:14]=[C:13]([CH3:17])[C:12]=1[CH:18]=O)[CH:6]=[CH:5]2.[S:20]([NH2:24])([NH2:23])(=[O:22])=[O:21].[BH4-].[Na+].O. The catalyst is C(O)C. The product is [Cl:1][C:2]1[CH:3]=[C:4]2[C:8](=[CH:9][CH:10]=1)[N:7]([C:11]1[N:15]([CH3:16])[N:14]=[C:13]([CH3:17])[C:12]=1[CH2:18][NH:23][S:20]([NH2:24])(=[O:22])=[O:21])[CH:6]=[CH:5]2. The yield is 0.240. (6) The reactants are [C:1]([C:4]1[CH:9]=[CH:8][C:7]([S:10]([NH:13][CH2:14][CH2:15][CH2:16][N:17]2[CH:21]=[CH:20][N:19]=[CH:18]2)(=[O:12])=[O:11])=[CH:6][CH:5]=1)(=[O:3])[CH3:2].[CH3:22][O:23][C:24]1[CH:31]=[C:30]([O:32][CH3:33])[C:29]([N:34]2[CH2:38][CH2:37][CH2:36][CH2:35]2)=[CH:28][C:25]=1[CH:26]=O.C[O-].[Li+]. The catalyst is CN(C=O)C.CO. The product is [CH3:22][O:23][C:24]1[CH:31]=[C:30]([O:32][CH3:33])[C:29]([N:34]2[CH2:38][CH2:37][CH2:36][CH2:35]2)=[CH:28][C:25]=1/[CH:26]=[CH:2]/[C:1]([C:4]1[CH:9]=[CH:8][C:7]([S:10]([NH:13][CH2:14][CH2:15][CH2:16][N:17]2[CH:21]=[CH:20][N:19]=[CH:18]2)(=[O:12])=[O:11])=[CH:6][CH:5]=1)=[O:3]. The yield is 0.410. (7) The reactants are [N+:1]([C:4]1[CH:9]=[CH:8][C:7]([C:10]([F:13])([F:12])[F:11])=[CH:6][C:5]=1[S:14](Cl)(=[O:16])=[O:15])([O-:3])=[O:2].[N:18]1[CH:23]=[CH:22][CH:21]=[CH:20][CH:19]=1. The catalyst is CN(C1C=CN=CC=1)C.C(Cl)Cl. The product is [N+:1]([C:4]1[CH:9]=[CH:8][C:7]([C:10]([F:13])([F:12])[F:11])=[CH:6][C:5]=1[S:14]([NH:1][C:4]1[CH:5]=[CH:6][CH:7]=[C:22]2[C:23]=1[N:18]=[CH:19][CH:20]=[CH:21]2)(=[O:16])=[O:15])([O-:3])=[O:2]. The yield is 0.320. (8) No catalyst specified. The reactants are [CH:1]1([C:7]2[N:12]=[CH:11][N:10]=[C:9]([C:13]3[C:17]4[C:18]([NH:22][CH:23]([CH3:25])[CH3:24])=[N:19][CH:20]=[CH:21][C:16]=4[NH:15][N:14]=3)[CH:8]=2)[CH2:6][CH2:5]CC[CH2:2]1.ClC1N=CN=C(C2C3C(NC(C)C)=NC=CC=3N(CC3C=CC([O:53]C)=CC=3)N=2)C=1.C1(B2OC(C)(C)C(C)(C)O2)CCCC=1. The yield is 0.0260. The product is [CH:23]([NH:22][C:18]1[C:17]2[C:13]([C:9]3[CH:8]=[C:7]([CH:1]4[CH2:6][CH2:5][O:53][CH2:2]4)[N:12]=[CH:11][N:10]=3)=[N:14][NH:15][C:16]=2[CH:21]=[CH:20][N:19]=1)([CH3:25])[CH3:24].